Dataset: Catalyst prediction with 721,799 reactions and 888 catalyst types from USPTO. Task: Predict which catalyst facilitates the given reaction. (1) Product: [CH:18]([N:15]1[CH2:14][CH2:13][CH:12]([NH:11][CH3:10])[CH2:17][CH2:16]1)([CH3:20])[CH3:19]. Reactant: [H-].[H-].[H-].[H-].[Li+].[Al+3].C(O[C:10](=O)[NH:11][CH:12]1[CH2:17][CH2:16][N:15]([CH:18]([CH3:20])[CH3:19])[CH2:14][CH2:13]1)C. The catalyst class is: 581. (2) Reactant: ClC(Cl)(Cl)C(=N)O[CH:5]([C:11]1[CH:16]=[CH:15][C:14]([Br:17])=[CH:13][CH:12]=1)[C:6]1[CH:10]=[CH:9][S:8][CH:7]=1.[C:21]([CH2:23][NH:24][C:25](=[O:32])[C@@H:26]([OH:31])[CH2:27][CH:28]([CH3:30])[CH3:29])#[N:22].C12(CS(O)(=O)=O)C(C)(C)C(CC1)CC2=O.O. Product: [Br:17][C:14]1[CH:13]=[CH:12][C:11]([CH:5]([C:6]2[CH:10]=[CH:9][S:8][CH:7]=2)[O:31][C@@H:26]([CH2:27][CH:28]([CH3:29])[CH3:30])[C:25]([NH:24][CH2:23][C:21]#[N:22])=[O:32])=[CH:16][CH:15]=1. The catalyst class is: 4. (3) Reactant: [F:1][C:2]([F:24])([F:23])[CH2:3][O:4][CH2:5][CH2:6][O:7][CH2:8][CH2:9][O:10][CH2:11][CH2:12][O:13][CH2:14][CH2:15][O:16][CH2:17][CH2:18][O:19][CH2:20][CH2:21][OH:22].CC(C)([O-])C.[K+].Br[CH2:32][C:33]([O:35][CH2:36][CH3:37])=[O:34]. Product: [F:1][C:2]([F:23])([F:24])[CH2:3][O:4][CH2:5][CH2:6][O:7][CH2:8][CH2:9][O:10][CH2:11][CH2:12][O:13][CH2:14][CH2:15][O:16][CH2:17][CH2:18][O:19][CH2:20][CH2:21][O:22][CH2:32][C:33]([O:35][CH2:36][CH3:37])=[O:34]. The catalyst class is: 11. (4) Product: [CH3:1][N:2]1[CH:6]=[CH:5][C:4]([NH:7][C:8]([C:10]2[CH:15]=[C:14]([Cl:18])[CH:13]=[C:12]([CH3:17])[N:11]=2)=[O:9])=[N:3]1. Reactant: [CH3:1][N:2]1[CH:6]=[CH:5][C:4]([NH:7][C:8]([C:10]2[CH:15]=[C:14](Br)[CH:13]=[C:12]([CH3:17])[N:11]=2)=[O:9])=[N:3]1.[Cl-:18].[Na+].Cl.C([O-])(O)=O.[Na+]. The catalyst class is: 131. (5) Reactant: [NH2:1][CH2:2][CH2:3][CH2:4][N:5]1[CH2:9][CH2:8][CH:7]([C:10]#[N:11])[CH2:6]1.BrCCCN1[C:20](=[O:21])[C:19]2=[CH:22][CH:23]=[CH:24][CH:25]=[C:18]2[C:17]1=[O:26].C([O-])([O-])=O.[K+].[K+]. Product: [O:21]=[C:20]1[C:19]2[C:18](=[CH:25][CH:24]=[CH:23][CH:22]=2)[C:17](=[O:26])[N:1]1[CH2:2][CH2:3][CH2:4][N:5]1[CH2:9][CH2:8][CH:7]([C:10]#[N:11])[CH2:6]1. The catalyst class is: 3.